From a dataset of Catalyst prediction with 721,799 reactions and 888 catalyst types from USPTO. Predict which catalyst facilitates the given reaction. Reactant: [C:1]([OH:5])(=[O:4])[CH:2]=[CH2:3].[NH3:6]. Product: [C:1]([O-:5])(=[O:4])[CH:2]=[CH2:3].[NH4+:6].[C:1]([OH:5])(=[O:4])[CH:2]=[CH2:3]. The catalyst class is: 6.